From a dataset of Catalyst prediction with 721,799 reactions and 888 catalyst types from USPTO. Predict which catalyst facilitates the given reaction. (1) Reactant: [CH:1]1([NH2:4])[CH2:3][CH2:2]1.[Cl:5][C:6]1[CH:17]=[CH:16][C:9]([CH2:10][NH:11][C:12](=[O:15])[CH2:13][CH3:14])=[CH:8][C:7]=1[CH:18]=O.[BH4-].[Na+].[OH-].[Na+]. Product: [Cl:5][C:6]1[CH:17]=[CH:16][C:9]([CH2:10][NH:11][C:12](=[O:15])[CH2:13][CH3:14])=[CH:8][C:7]=1[CH2:18][NH:4][CH:1]1[CH2:3][CH2:2]1. The catalyst class is: 5. (2) Reactant: [F:1][C:2]1[CH:8]=[C:7]([CH3:9])[C:6]([S:10][CH2:11][C:12]([F:15])([F:14])[F:13])=[CH:5][C:3]=1[NH2:4].[C:16](/[C:18](=[C:27](/OCC)\[CH3:28])/[C:19]([NH:21][C:22](=O)[O:23]CC)=[O:20])#[N:17]. Product: [F:1][C:2]1[CH:8]=[C:7]([CH3:9])[C:6]([S:10][CH2:11][C:12]([F:13])([F:15])[F:14])=[CH:5][C:3]=1[N:4]1[C:27]([CH3:28])=[C:18]([C:16]#[N:17])[C:19](=[O:20])[NH:21][C:22]1=[O:23]. The catalyst class is: 9. (3) Reactant: [CH3:1][S:2]([C:5]1[CH:10]=[CH:9][C:8]([C:11]2[CH:12]=[C:13]3[CH2:19][C@@:18]([CH3:26])([CH:20]4[CH2:25][CH2:24][NH:23][CH2:22][CH2:21]4)[O:17][C:14]3=[CH:15][N:16]=2)=[CH:7][CH:6]=1)(=[O:4])=[O:3].Cl[C:28]1[N:33]=[CH:32][C:31]([Cl:34])=[CH:30][N:29]=1.C(=O)([O-])[O-].[K+].[K+]. Product: [Cl:34][C:31]1[CH:30]=[N:29][C:28]([N:23]2[CH2:24][CH2:25][CH:20]([C@@:18]3([CH3:26])[O:17][C:14]4=[CH:15][N:16]=[C:11]([C:8]5[CH:9]=[CH:10][C:5]([S:2]([CH3:1])(=[O:3])=[O:4])=[CH:6][CH:7]=5)[CH:12]=[C:13]4[CH2:19]3)[CH2:21][CH2:22]2)=[N:33][CH:32]=1. The catalyst class is: 16. (4) Reactant: [Cl:1][C:2]1[CH:7]=[CH:6][C:5]([Cl:8])=[CH:4][C:3]=1[C@H:9]([OH:11])[CH3:10].C(=O)([O-])[O-].[Cs+].[Cs+].[Cl:18][C:19]1[CH:20]=[C:21]([C:26]2[C:38]([CH3:39])=[CH:37][C:29]([C:30]([NH:32][S:33]([CH3:36])(=[O:35])=[O:34])=[O:31])=[C:28]([F:40])[CH:27]=2)[CH:22]=[N:23][C:24]=1F. Product: [Cl:18][C:19]1[CH:20]=[C:21]([C:26]2[C:38]([CH3:39])=[CH:37][C:29]([C:30]([NH:32][S:33]([CH3:36])(=[O:35])=[O:34])=[O:31])=[C:28]([F:40])[CH:27]=2)[CH:22]=[N:23][C:24]=1[O:11][C@@H:9]([C:3]1[CH:4]=[C:5]([Cl:8])[CH:6]=[CH:7][C:2]=1[Cl:1])[CH3:10]. The catalyst class is: 16. (5) The catalyst class is: 7. Product: [Br:1][C:2]1[CH:3]=[C:4]2[C:8](=[CH:9][CH:10]=1)[NH:7][C:6](=[O:11])/[C:5]/2=[CH:25]\[C:21]1[NH:22][C:23]([CH3:24])=[C:19]([C:17]([NH:33][CH2:32][CH2:31][N:30]([CH2:34][CH3:35])[CH2:28][CH3:29])=[O:18])[C:20]=1[CH3:27]. Reactant: [Br:1][C:2]1[CH:3]=[C:4]2[C:8](=[CH:9][CH:10]=1)[NH:7][C:6](=[O:11])[CH2:5]2.N1([C:17]([C:19]2[C:20]([CH3:27])=[C:21]([CH:25]=O)[NH:22][C:23]=2[CH3:24])=[O:18])C=CN=C1.[CH2:28]([N:30]([CH2:34][CH3:35])[CH2:31][CH2:32][NH2:33])[CH3:29].C(N(CC)CC)C.